From a dataset of Reaction yield outcomes from USPTO patents with 853,638 reactions. Predict the reaction yield, written as a fraction of the theoretical maximum amount of product (1.0 means a 100% yield; for example, 0.34 means a 34% yield). (1) The reactants are [OH:1][C@H:2]1[C@H:6]([OH:7])[CH2:5][N:4]([C:8]([O:10][CH2:11][C:12]2[CH:17]=[CH:16][CH:15]=[CH:14][CH:13]=2)=[O:9])[CH2:3]1.[H-].[Na+].[CH3:20]I. The catalyst is C1COCC1. The product is [OH:1][C@H:2]1[C@H:6]([O:7][CH3:20])[CH2:5][N:4]([C:8]([O:10][CH2:11][C:12]2[CH:17]=[CH:16][CH:15]=[CH:14][CH:13]=2)=[O:9])[CH2:3]1. The yield is 0.280. (2) The reactants are [N+:1]([C:4]1[CH:16]=[CH:15][C:7]([CH2:8][C:9]2[CH:14]=[CH:13][N:12]=[CH:11][CH:10]=2)=[CH:6][CH:5]=1)([O-])=O.Cl.O. The catalyst is C(O)C.[Pt](=O)=O. The product is [NH:12]1[CH2:13][CH2:14][CH:9]([CH2:8][C:7]2[CH:6]=[CH:5][C:4]([NH2:1])=[CH:16][CH:15]=2)[CH2:10][CH2:11]1. The yield is 0.860. (3) The reactants are [CH3:1][S-:2].[Na+].Cl[C:5]1[CH:10]=[CH:9][N:8]=[C:7]([C:11]#[N:12])[CH:6]=1. The catalyst is CN(C)C=O. The product is [CH3:1][S:2][C:5]1[CH:10]=[CH:9][N:8]=[C:7]([C:11]#[N:12])[CH:6]=1. The yield is 0.900. (4) The reactants are CC1C=CC(S([O:11][CH2:12][C:13]2([CH2:33][O:34][S:35]([C:38]3[CH:43]=[CH:42][C:41]([CH3:44])=[CH:40][CH:39]=3)(=[O:37])=[O:36])[CH2:18][CH2:17][C:16](O)(C3C=CC=C(OC4C=CC=CC=4)C=3)[CH2:15][CH2:14]2)(=O)=O)=CC=1.[OH-:45].[Na+]. The catalyst is C1COCC1.O. The product is [CH3:44][C:41]1[CH:42]=[CH:43][C:38]([S:35]([O:34][CH2:33][C:13]23[CH2:18][CH2:17][C:16]([C:13]4[CH:18]=[CH:17][CH:16]=[C:15]([O:45][C:38]5[CH:43]=[CH:42][CH:41]=[CH:40][CH:39]=5)[CH:14]=4)([CH2:15][CH2:14]2)[O:11][CH2:12]3)(=[O:37])=[O:36])=[CH:39][CH:40]=1. The yield is 0.860. (5) The reactants are [CH2:1]([C:3]([C:28]1[CH:33]=[CH:32][C:31]([OH:34])=[C:30]([CH3:35])[CH:29]=1)([C:6]1[CH:11]=[CH:10][C:9](/[CH:12]=[CH:13]/[C:14]([O:23][CH2:24][O:25][CH3:26])([C:19]([F:22])([F:21])[F:20])[C:15]([F:18])([F:17])[F:16])=[C:8]([CH3:27])[CH:7]=1)[CH2:4][CH3:5])[CH3:2].[O:36]=[C:37]1[O:41][C@@H:40]([CH2:42]OS(C2C=CC(C)=CC=2)(=O)=O)[CH2:39][CH2:38]1. No catalyst specified. The product is [CH2:1]([C:3]([C:28]1[CH:33]=[CH:32][C:31]([O:34][CH2:42][C@@H:40]2[O:41][C:37](=[O:36])[CH2:38][CH2:39]2)=[C:30]([CH3:35])[CH:29]=1)([C:6]1[CH:11]=[CH:10][C:9](/[CH:12]=[CH:13]/[C:14]([O:23][CH2:24][O:25][CH3:26])([C:19]([F:20])([F:21])[F:22])[C:15]([F:18])([F:17])[F:16])=[C:8]([CH3:27])[CH:7]=1)[CH2:4][CH3:5])[CH3:2]. The yield is 0.890. (6) The reactants are Br[C:2]1[C:3](=[O:9])[N:4]([CH3:8])[CH:5]=[CH:6][CH:7]=1.[CH2:10]([S:17][C:18]1[C:19]([CH2:33][CH3:34])=[C:20](B2OC(C)(C)C(C)(C)O2)[CH:21]=[CH:22][CH:23]=1)[C:11]1[CH:16]=[CH:15][CH:14]=[CH:13][CH:12]=1.CS(C)=O. The catalyst is O.C(OCC)(=O)C.C1C=CC(P(C2C=CC=CC=2)[C-]2C=CC=C2)=CC=1.C1C=CC(P(C2C=CC=CC=2)[C-]2C=CC=C2)=CC=1.Cl[Pd]Cl.[Fe+2]. The product is [CH2:10]([S:17][C:18]1[C:19]([CH2:33][CH3:34])=[C:20]([C:2]2[C:3](=[O:9])[N:4]([CH3:8])[CH:5]=[CH:6][CH:7]=2)[CH:21]=[CH:22][CH:23]=1)[C:11]1[CH:12]=[CH:13][CH:14]=[CH:15][CH:16]=1. The yield is 0.680.